Predict the product of the given reaction. From a dataset of Forward reaction prediction with 1.9M reactions from USPTO patents (1976-2016). Given the reactants Br[C:2]1[CH:3]=[CH:4][C:5]([O:8][C:9]2[CH:14]=[CH:13][C:12]([O:15][C:16]3[CH:21]=[CH:20][CH:19]=[CH:18][CH:17]=3)=[CH:11][CH:10]=2)=[N:6][CH:7]=1.[CH3:22][CH:23]([N:26]1[C:34](=[O:35])[C:33]2[C:28](=[CH:29][CH:30]=[CH:31][CH:32]=2)[C:27]1=[O:36])[C:24]#[CH:25].C(N(CC)CC)C, predict the reaction product. The product is: [O:15]([C:12]1[CH:13]=[CH:14][C:9]([O:8][C:5]2[N:6]=[CH:7][C:2]([C:25]#[C:24][CH:23]([N:26]3[C:34](=[O:35])[C:33]4[C:28](=[CH:29][CH:30]=[CH:31][CH:32]=4)[C:27]3=[O:36])[CH3:22])=[CH:3][CH:4]=2)=[CH:10][CH:11]=1)[C:16]1[CH:21]=[CH:20][CH:19]=[CH:18][CH:17]=1.